Dataset: Forward reaction prediction with 1.9M reactions from USPTO patents (1976-2016). Task: Predict the product of the given reaction. (1) Given the reactants C(OC(=O)[NH:7][CH:8]1[CH2:13][CH2:12][CH:11]([CH2:14][NH:15][C:16]2[C:21]([N+:22]([O-:24])=[O:23])=[CH:20][N:19]=[C:18]([NH:25][CH2:26][C:27](=[O:34])[N:28]3[CH2:33][CH2:32][CH2:31][CH2:30][CH2:29]3)[N:17]=2)[CH2:10][CH2:9]1)(C)(C)C.C(O)(C(F)(F)F)=O.C([O-])([O-])=O.[Na+].[Na+], predict the reaction product. The product is: [NH2:7][C@H:8]1[CH2:9][CH2:10][C@H:11]([CH2:14][NH:15][C:16]2[C:21]([N+:22]([O-:24])=[O:23])=[CH:20][N:19]=[C:18]([NH:25][CH2:26][C:27](=[O:34])[N:28]3[CH2:33][CH2:32][CH2:31][CH2:30][CH2:29]3)[N:17]=2)[CH2:12][CH2:13]1. (2) Given the reactants [C:1]([O:5][C:6]([NH:8][C@H:9]1[CH2:14][CH2:13][CH2:12][CH2:11][C@H:10]1[NH:15][C:16]1[N:21]=[C:20](Cl)[C:19]2[C:23](=[O:33])[N:24]([C:26]([O:28][C:29]([CH3:32])([CH3:31])[CH3:30])=[O:27])[CH2:25][C:18]=2[C:17]=1[F:34])=[O:7])([CH3:4])([CH3:3])[CH3:2].[CH3:35][C:36]1[CH:41]=[CH:40][N:39]2[N:42]=[CH:43][C:44](B3OC(C)(C)C(C)(C)O3)=[C:38]2[CH:37]=1.C(=O)([O-])[O-].[K+].[K+].C(N[C@H](C(O)=O)CS)(=O)C, predict the reaction product. The product is: [C:1]([O:5][C:6]([NH:8][C@H:9]1[CH2:14][CH2:13][CH2:12][CH2:11][C@H:10]1[NH:15][C:16]1[N:21]=[C:20]([C:44]2[CH:43]=[N:42][N:39]3[CH:40]=[CH:41][C:36]([CH3:35])=[CH:37][C:38]=23)[C:19]2[C:23](=[O:33])[N:24]([C:26]([O:28][C:29]([CH3:32])([CH3:31])[CH3:30])=[O:27])[CH2:25][C:18]=2[C:17]=1[F:34])=[O:7])([CH3:4])([CH3:3])[CH3:2]. (3) Given the reactants [F:1][CH2:2][CH2:3]O.C(N(CC)CC)C.S(Cl)(C)(=O)=O.[N+:17]([C:20]1[CH:21]=[CH:22][C:23]2[O:29][CH2:28][CH2:27][NH:26][CH2:25][C:24]=2[CH:30]=1)([O-:19])=[O:18].CCN(C(C)C)C(C)C, predict the reaction product. The product is: [F:1][CH2:2][CH2:3][N:26]1[CH2:25][C:24]2[CH:30]=[C:20]([N+:17]([O-:19])=[O:18])[CH:21]=[CH:22][C:23]=2[O:29][CH2:28][CH2:27]1. (4) Given the reactants Br[CH2:2][CH2:3][CH2:4][CH2:5][CH2:6][CH2:7][Cl:8].[Mg].[Br-].[Li+].[F:12][C@H:13]1[CH2:30][C@@:28]2([CH3:29])[C@@H:24]([CH2:25][CH2:26][C:27]2=[O:31])[C@H:23]2[C@H:14]1[C@@H:15]1[C:20]([CH:21]=[CH:22]2)=[CH:19][C:18](=[O:32])[CH2:17][CH2:16]1, predict the reaction product. The product is: [Cl:8][CH2:7][CH2:6][CH2:5][CH2:4][CH2:3][CH2:2][C@@H:22]1[CH2:21][C:20]2[C@H:15]([CH2:16][CH2:17][C:18](=[O:32])[CH:19]=2)[C@@H:14]2[C@@H:23]1[C@H:24]1[C@@:28]([CH2:30][C@@H:13]2[F:12])([CH3:29])[C:27](=[O:31])[CH2:26][CH2:25]1. (5) Given the reactants [Cl:1][C:2]1[CH:10]=[CH:9][C:5]([C:6]([OH:8])=O)=[C:4]([I:11])[CH:3]=1.CN(C(ON1N=NC2C=CC=CC1=2)=[N+](C)C)C.F[P-](F)(F)(F)(F)F.[NH:36]1[CH2:41][CH2:40][O:39][CH2:38][CH2:37]1.CCN(C(C)C)C(C)C, predict the reaction product. The product is: [Cl:1][C:2]1[CH:10]=[CH:9][C:5]([C:6]([N:36]2[CH2:41][CH2:40][O:39][CH2:38][CH2:37]2)=[O:8])=[C:4]([I:11])[CH:3]=1.